This data is from Full USPTO retrosynthesis dataset with 1.9M reactions from patents (1976-2016). The task is: Predict the reactants needed to synthesize the given product. (1) Given the product [OH:32][C:33]1([C:11]2[S:12][C:8]([C:6]3[CH:7]=[C:2]([CH3:1])[CH:3]=[C:4]([NH:13][C:14]4[CH:19]=[C:18]([C:20]([F:23])([F:21])[F:22])[CH:17]=[CH:16][N:15]=4)[N:5]=3)=[CH:9][N:10]=2)[CH2:42][CH2:41][CH2:40][C:39]2[CH:38]=[C:37]([C:43]([O:45][CH3:46])=[O:44])[CH:36]=[CH:35][C:34]1=2, predict the reactants needed to synthesize it. The reactants are: [CH3:1][C:2]1[CH:7]=[C:6]([C:8]2[S:12][CH:11]=[N:10][CH:9]=2)[N:5]=[C:4]([NH:13][C:14]2[CH:19]=[C:18]([C:20]([F:23])([F:22])[F:21])[CH:17]=[CH:16][N:15]=2)[CH:3]=1.C([N-]C(C)C)(C)C.[Li+].[O:32]=[C:33]1[CH2:42][CH2:41][CH2:40][C:39]2[CH:38]=[C:37]([C:43]([O:45][CH3:46])=[O:44])[CH:36]=[CH:35][C:34]1=2. (2) Given the product [Br:1][C:2]1[CH:7]=[CH:6][C:5]([N:16]([C:17]2[CH:18]=[CH:19][CH:20]=[CH:21][CH:22]=2)[C:10]2[CH:15]=[CH:14][CH:13]=[CH:12][CH:11]=2)=[CH:4][C:3]=1[CH3:9], predict the reactants needed to synthesize it. The reactants are: [Br:1][C:2]1[CH:7]=[CH:6][C:5](I)=[CH:4][C:3]=1[CH3:9].[C:10]1([NH:16][C:17]2[CH:22]=[CH:21][CH:20]=[CH:19][CH:18]=2)[CH:15]=[CH:14][CH:13]=[CH:12][CH:11]=1.C(O[Na])(C)(C)C. (3) Given the product [NH:1]1[C:5]2=[N:6][CH:7]=[CH:8][CH:9]=[C:4]2[C:3](/[CH:10]=[C:11]2\[O:12][C:13]3[C:20]([CH2:21][N:22]4[CH2:23][CH2:24][NH:25][CH2:26][CH2:27]4)=[C:19]([O:35][CH3:36])[CH:18]=[CH:17][C:14]=3[C:15]\2=[O:16])=[CH:2]1, predict the reactants needed to synthesize it. The reactants are: [NH:1]1[C:5]2=[N:6][CH:7]=[CH:8][CH:9]=[C:4]2[C:3](/[CH:10]=[C:11]2\[O:12][C:13]3[C:20]([CH2:21][N:22]4[CH2:27][CH2:26][N:25](C(OC(C)(C)C)=O)[CH2:24][CH2:23]4)=[C:19]([O:35][CH3:36])[CH:18]=[CH:17][C:14]=3[C:15]\2=[O:16])=[CH:2]1.FC(F)(F)C(O)=O. (4) Given the product [OH:4][CH2:5][C:6]1[C:7]([N:35]2[CH2:47][CH2:46][N:38]3[C:39]4[CH2:40][CH2:41][CH2:42][CH2:43][C:44]=4[CH:45]=[C:37]3[C:36]2=[O:48])=[N:8][CH:9]=[CH:10][C:11]=1[C:12]1[CH:17]=[C:16]([NH:18][C:19]2[CH:24]=[CH:23][C:22]([C:25]([N:27]3[CH2:32][CH2:31][O:30][CH2:29][CH2:28]3)=[O:26])=[CH:21][N:20]=2)[C:15](=[O:33])[N:14]([CH3:34])[N:13]=1, predict the reactants needed to synthesize it. The reactants are: C([O:4][CH2:5][C:6]1[C:7]([N:35]2[CH2:47][CH2:46][N:38]3[C:39]4[CH2:40][CH2:41][CH2:42][CH2:43][C:44]=4[CH:45]=[C:37]3[C:36]2=[O:48])=[N:8][CH:9]=[CH:10][C:11]=1[C:12]1[CH:17]=[C:16]([NH:18][C:19]2[CH:24]=[CH:23][C:22]([C:25]([N:27]3[CH2:32][CH2:31][O:30][CH2:29][CH2:28]3)=[O:26])=[CH:21][N:20]=2)[C:15](=[O:33])[N:14]([CH3:34])[N:13]=1)(=O)C.[OH-].[Li+].O.